Dataset: Reaction yield outcomes from USPTO patents with 853,638 reactions. Task: Predict the reaction yield, written as a fraction of the theoretical maximum amount of product (1.0 means a 100% yield; for example, 0.34 means a 34% yield). (1) The reactants are [NH2:1][C:2]1[C:7]([N+:8]([O-])=O)=[CH:6][C:5]([Br:11])=[CH:4][N:3]=1.Cl.[OH-].[Na+]. The catalyst is [Fe].C(O)C. The product is [NH2:1][C:2]1[C:7]([NH2:8])=[CH:6][C:5]([Br:11])=[CH:4][N:3]=1. The yield is 0.870. (2) The reactants are Cl.[NH2:2][CH2:3][C:4]1[CH:12]=[CH:11][CH:10]=[C:9]2[C:5]=1[C:6](=[O:22])[N:7]([CH:14]1[CH2:19][CH2:18][C:17](=[O:20])[NH:16][C:15]1=[O:21])[C:8]2=[O:13].C(N(C(C)C)CC)(C)C.[C:32](Cl)(=[O:42])[C:33]1[CH:41]=[CH:40][C:39]2[O:38][CH2:37][O:36][C:35]=2[CH:34]=1. The catalyst is C(Cl)Cl. The product is [O:21]=[C:15]1[CH:14]([N:7]2[C:6](=[O:22])[C:5]3[C:9](=[CH:10][CH:11]=[CH:12][C:4]=3[CH2:3][NH:2][C:32]([C:33]3[CH:41]=[CH:40][C:39]4[O:38][CH2:37][O:36][C:35]=4[CH:34]=3)=[O:42])[C:8]2=[O:13])[CH2:19][CH2:18][C:17](=[O:20])[NH:16]1. The yield is 0.850. (3) The reactants are Br[C:2]1[CH:3]=[CH:4][C:5]2[N:9]=[C:8]([C@@H:10]3[CH2:15][C@@H:14]4[C@@H:12]([CH2:13]4)[N:11]3[C:16]([O:18][C:19]([CH3:22])([CH3:21])[CH3:20])=[O:17])[NH:7][C:6]=2[CH:23]=1.[B:24]1([B:24]2[O:28][C:27]([CH3:30])([CH3:29])[C:26]([CH3:32])([CH3:31])[O:25]2)[O:28][C:27]([CH3:30])([CH3:29])[C:26]([CH3:32])([CH3:31])[O:25]1.C([O-])(=O)C.[K+]. The catalyst is O1CCOCC1.C1C=CC([P]([Pd]([P](C2C=CC=CC=2)(C2C=CC=CC=2)C2C=CC=CC=2)([P](C2C=CC=CC=2)(C2C=CC=CC=2)C2C=CC=CC=2)[P](C2C=CC=CC=2)(C2C=CC=CC=2)C2C=CC=CC=2)(C2C=CC=CC=2)C2C=CC=CC=2)=CC=1. The product is [CH3:31][C:26]1([CH3:32])[C:27]([CH3:30])([CH3:29])[O:28][B:24]([C:2]2[CH:3]=[CH:4][C:5]3[N:9]=[C:8]([C@@H:10]4[CH2:15][C@@H:14]5[C@@H:12]([CH2:13]5)[N:11]4[C:16]([O:18][C:19]([CH3:22])([CH3:21])[CH3:20])=[O:17])[NH:7][C:6]=3[CH:23]=2)[O:25]1. The yield is 0.770. (4) The reactants are [I:1][C:2]1[C:3]([N+:12]([O-])=O)=[C:4]([CH:8]=[CH:9][C:10]=1[CH3:11])[C:5]([OH:7])=[O:6].C(O)C.C(O)(=O)C. The catalyst is [Fe].Cl. The product is [NH2:12][C:3]1[C:2]([I:1])=[C:10]([CH3:11])[CH:9]=[CH:8][C:4]=1[C:5]([OH:7])=[O:6]. The yield is 0.840. (5) The reactants are [OH:1][C:2]1[CH:3]=[C:4]([CH:7]=[CH:8][C:9]=1[O:10][CH3:11])[CH:5]=[O:6].[CH3:12][S:13](Cl)(=[O:15])=[O:14]. The catalyst is C(Cl)Cl. The product is [CH3:12][S:13]([O:1][C:2]1[CH:3]=[C:4]([CH:5]=[O:6])[CH:7]=[CH:8][C:9]=1[O:10][CH3:11])(=[O:15])=[O:14]. The yield is 0.870. (6) The product is [C:13]([O:17][C:18](=[O:29])[CH:19]([CH2:37][C:34]1[CH:35]=[CH:36][C:31]([Br:30])=[CH:32][C:33]=1[F:39])[CH2:20][NH:21][C:22]([O:24][C:25]([CH3:28])([CH3:27])[CH3:26])=[O:23])([CH3:16])([CH3:15])[CH3:14]. The reactants are C(NC(C)C)(C)C.[Li]CCCC.[C:13]([O:17][C:18](=[O:29])[CH2:19][CH2:20][NH:21][C:22]([O:24][C:25]([CH3:28])([CH3:27])[CH3:26])=[O:23])([CH3:16])([CH3:15])[CH3:14].[Br:30][C:31]1[CH:36]=[CH:35][C:34]([CH2:37]Br)=[C:33]([F:39])[CH:32]=1. The catalyst is C1COCC1. The yield is 0.770. (7) The reactants are [F:1][CH:2]([F:28])[CH2:3][CH2:4][C:5]([C:16]1[CH:21]=[CH:20][C:19]([NH:22][C:23](=[O:27])/[CH:24]=N/O)=[CH:18][CH:17]=1)([CH2:11][CH2:12][CH:13]([F:15])[F:14])[C:6]([O:8][CH2:9][CH3:10])=[O:7].S(=O)(=O)(O)[OH:30]. No catalyst specified. The product is [F:14][CH:13]([F:15])[CH2:12][CH2:11][C:5]([C:16]1[CH:17]=[C:18]2[C:19](=[CH:20][CH:21]=1)[NH:22][C:23](=[O:27])[C:24]2=[O:30])([CH2:4][CH2:3][CH:2]([F:1])[F:28])[C:6]([O:8][CH2:9][CH3:10])=[O:7]. The yield is 0.660. (8) The reactants are [Cl:1][C:2]1[CH:7]=[CH:6][C:5]([S:8]([CH2:11][C:12]2[CH:17]=[C:16]([F:18])[CH:15]=[CH:14][C:13]=2[F:19])(=[O:10])=[O:9])=[CH:4][CH:3]=1.[N:20]1[CH:25]=[CH:24][C:23]([CH2:26]O)=[CH:22][CH:21]=1.C(C=P(CCCC)(CCCC)CCCC)#N.CCCCCC. The catalyst is C1(C)C=CC=CC=1.C(OCC)(=O)C. The product is [Cl:1][C:2]1[CH:7]=[CH:6][C:5]([S:8]([CH:11]([C:12]2[CH:17]=[C:16]([F:18])[CH:15]=[CH:14][C:13]=2[F:19])[CH2:26][C:23]2[CH:24]=[CH:25][N:20]=[CH:21][CH:22]=2)(=[O:10])=[O:9])=[CH:4][CH:3]=1. The yield is 0.310. (9) The reactants are [CH3:1][N:2]1[C:10]([CH2:11][CH2:12][CH2:13][C:14]([OH:16])=O)=[N:9][C:8]2[CH:7]=[C:6]([N:17]([CH2:21][CH2:22][Cl:23])[CH2:18][CH2:19][Cl:20])[CH:5]=[CH:4][C:3]1=2.Cl.CN(C(ON1N=NC2C=CC=NC1=2)=[N+](C)C)C.F[P-](F)(F)(F)(F)F.CCN(C(C)C)C(C)C.Cl.[CH3:59][O:60][C:61](=[O:65])[C@H:62]([CH3:64])[NH2:63]. The catalyst is CN(C=O)C. The product is [CH3:59][O:60][C:61](=[O:65])[C@@H:62]([NH:63][C:14](=[O:16])[CH2:13][CH2:12][CH2:11][C:10]1[N:2]([CH3:1])[C:3]2[CH:4]=[CH:5][C:6]([N:17]([CH2:21][CH2:22][Cl:23])[CH2:18][CH2:19][Cl:20])=[CH:7][C:8]=2[N:9]=1)[CH3:64]. The yield is 0.633.